Dataset: Full USPTO retrosynthesis dataset with 1.9M reactions from patents (1976-2016). Task: Predict the reactants needed to synthesize the given product. Given the product [CH3:12][N:13]([CH:15]=[C:2]1[C:3](=[O:8])[CH2:4][CH2:5][CH2:6][CH2:7][C:1]1=[O:9])[CH3:14], predict the reactants needed to synthesize it. The reactants are: [C:1]1(=[O:9])[CH2:7][CH2:6][CH2:5][CH2:4][C:3](=[O:8])[CH2:2]1.CO[CH:12](OC)[N:13]([CH3:15])[CH3:14].